Dataset: Forward reaction prediction with 1.9M reactions from USPTO patents (1976-2016). Task: Predict the product of the given reaction. (1) Given the reactants CC(OI1(OC(C)=O)(OC(C)=O)OC(=O)C2C=CC=CC1=2)=O.[OH:23][CH:24]([C:52]1[CH:57]=[CH:56][CH:55]=[CH:54][CH:53]=1)[C:25]1[N:26]=[C:27]([NH:42][CH2:43][CH2:44][CH2:45][N:46]2[CH2:51][CH2:50][CH2:49][CH2:48][CH2:47]2)[C:28]2[C:36]3[C:31](=[CH:32][C:33]([C:37]([O:39][CH3:40])=[O:38])=[CH:34][CH:35]=3)[NH:30][C:29]=2[N:41]=1.C(O)(C(F)(F)F)=O.C(Cl)Cl, predict the reaction product. The product is: [C:24]([C:25]1[N:26]=[C:27]([NH:42][CH2:43][CH2:44][CH2:45][N:46]2[CH2:47][CH2:48][CH2:49][CH2:50][CH2:51]2)[C:28]2[C:36]3[C:31](=[CH:32][C:33]([C:37]([O:39][CH3:40])=[O:38])=[CH:34][CH:35]=3)[NH:30][C:29]=2[N:41]=1)(=[O:23])[C:52]1[CH:53]=[CH:54][CH:55]=[CH:56][CH:57]=1. (2) Given the reactants [Cl:1][C:2]1[CH:9]=[C:8]([N:10]([CH2:16][C:17]2[CH:22]=[CH:21][CH:20]=[CH:19][C:18]=2[CH3:23])[C@H:11]2[CH2:15][CH2:14][NH:13][CH2:12]2)[CH:7]=[CH:6][C:3]=1[C:4]#[N:5].Br[CH2:25][C:26]1[CH:31]=[CH:30][CH:29]=[CH:28][C:27]=1[Cl:32], predict the reaction product. The product is: [Cl:1][C:2]1[CH:9]=[C:8]([N:10]([C@H:11]2[CH2:15][CH2:14][N:13]([CH2:25][C:26]3[CH:31]=[CH:30][CH:29]=[CH:28][C:27]=3[Cl:32])[CH2:12]2)[CH2:16][C:17]2[CH:22]=[CH:21][CH:20]=[CH:19][C:18]=2[CH3:23])[CH:7]=[CH:6][C:3]=1[C:4]#[N:5]. (3) The product is: [F:24][C:15]1[CH:16]=[C:17]([C:20]([F:21])([F:23])[F:22])[CH:18]=[CH:19][C:14]=1[C:13]([NH:12][CH2:11][CH2:10][N:8]1[CH:9]=[C:5]([C:3]([OH:4])=[O:2])[N:6]=[N:7]1)=[O:25]. Given the reactants C[O:2][C:3]([C:5]1[N:6]=[N:7][N:8]([CH2:10][CH2:11][NH:12][C:13](=[O:25])[C:14]2[CH:19]=[CH:18][C:17]([C:20]([F:23])([F:22])[F:21])=[CH:16][C:15]=2[F:24])[CH:9]=1)=[O:4].[OH-].[Na+], predict the reaction product. (4) Given the reactants [Cl:1][C:2]1[CH:3]=[N:4][CH:5]=[C:6]([Cl:20])[C:7]=1[S:8][C:9]1[S:13][C:12]([C:14]([OH:16])=O)=[CH:11][C:10]=1[N+:17]([O-:19])=[O:18].[CH3:21][O:22][CH2:23][CH2:24][NH2:25], predict the reaction product. The product is: [Cl:20][C:6]1[CH:5]=[N:4][CH:3]=[C:2]([Cl:1])[C:7]=1[S:8][C:9]1[S:13][C:12]([C:14]([NH:25][CH2:24][CH2:23][O:22][CH3:21])=[O:16])=[CH:11][C:10]=1[N+:17]([O-:19])=[O:18]. (5) Given the reactants F[C:2]1[CH:9]=[CH:8][C:5]([C:6]#[N:7])=[CH:4][CH:3]=1.[NH:10]1[CH2:15][CH2:14][CH2:13][CH2:12][CH:11]1[CH2:16][OH:17].C([O-])(O)=O.[Na+].O, predict the reaction product. The product is: [OH:17][CH2:16][CH:11]1[CH2:12][CH2:13][CH2:14][CH2:15][N:10]1[C:2]1[CH:9]=[CH:8][C:5]([C:6]#[N:7])=[CH:4][CH:3]=1. (6) Given the reactants [F:1][C:2]1[CH:31]=[CH:30][C:5]([CH2:6][CH:7]2[CH2:12][CH2:11][N:10]([CH2:13][C:14]([NH:16][CH2:17][C:18](=O)[C:19]3[CH:28]=[CH:27][C:22]4[NH:23][C:24](=[O:26])[S:25][C:21]=4[CH:20]=3)=O)[CH2:9][CH2:8]2)=[CH:4][CH:3]=1.COC1C=CC(P2(=S)SP(=S)(C3C=CC(OC)=CC=3)[S:41]2)=CC=1, predict the reaction product. The product is: [F:1][C:2]1[CH:31]=[CH:30][C:5]([CH2:6][CH:7]2[CH2:12][CH2:11][N:10]([CH2:13][C:14]3[S:41][C:18]([C:19]4[CH:28]=[CH:27][C:22]5[NH:23][C:24](=[O:26])[S:25][C:21]=5[CH:20]=4)=[CH:17][N:16]=3)[CH2:9][CH2:8]2)=[CH:4][CH:3]=1.